Dataset: Full USPTO retrosynthesis dataset with 1.9M reactions from patents (1976-2016). Task: Predict the reactants needed to synthesize the given product. (1) Given the product [ClH:30].[OH:1][C@H:2]1[CH2:6][NH:5][C@H:4]([C:14]([NH:15][CH2:16][C:17]2[CH:18]=[CH:19][C:20]([C:23]3[S:27][CH:26]=[N:25][C:24]=3[CH3:28])=[CH:21][CH:22]=2)=[O:29])[CH2:3]1, predict the reactants needed to synthesize it. The reactants are: [OH:1][C@H:2]1[CH2:6][N:5](C(OC(C)(C)C)=O)[C@H:4]([C:14](=[O:29])[NH:15][CH2:16][C:17]2[CH:22]=[CH:21][C:20]([C:23]3[S:27][CH:26]=[N:25][C:24]=3[CH3:28])=[CH:19][CH:18]=2)[CH2:3]1.[ClH:30]. (2) Given the product [CH:2]([C:5]1[N:9]([C:10]2[N:18]=[C:17]3[C:13]([N:14]=[C:15]([C@:20]4([OH:26])[CH2:25][CH2:24][CH2:23][N:22]([CH3:37])[CH2:21]4)[N:16]3[CH3:19])=[C:12]([N:27]3[CH2:28][CH2:29][O:30][CH2:31][CH2:32]3)[N:11]=2)[C:8]2[CH:33]=[CH:34][CH:35]=[CH:36][C:7]=2[N:6]=1)([CH3:4])[CH3:3], predict the reactants needed to synthesize it. The reactants are: Cl.[CH:2]([C:5]1[N:9]([C:10]2[N:18]=[C:17]3[C:13]([N:14]=[C:15]([C:20]4([OH:26])[CH2:25][CH2:24][CH2:23][NH:22][CH2:21]4)[N:16]3[CH3:19])=[C:12]([N:27]3[CH2:32][CH2:31][O:30][CH2:29][CH2:28]3)[N:11]=2)[C:8]2[CH:33]=[CH:34][CH:35]=[CH:36][C:7]=2[N:6]=1)([CH3:4])[CH3:3].[CH:37](I)(C)C.C(=O)([O-])[O-].[K+].[K+]. (3) The reactants are: OC(C(F)(F)F)=O.[OH:8][CH:9]([C:17]1[CH:26]=[CH:25][C:20]2[C:21](=[O:24])[O:22][CH2:23][C:19]=2[C:18]=1[CH3:27])[CH2:10][CH:11]1[CH2:16][CH2:15][NH:14][CH2:13][CH2:12]1.C(=O)(O)[O-].[Na+].[CH3:33][C:34]1[C:42]2[CH2:41][O:40][C:39](=[O:43])[C:38]=2[CH:37]=[CH:36][C:35]=1[C@@H:44]1[CH2:46][O:45]1. Given the product [OH:45][C@H:44]([C:35]1[CH:36]=[CH:37][C:38]2[C:39](=[O:43])[O:40][CH2:41][C:42]=2[C:34]=1[CH3:33])[CH2:46][N:14]1[CH2:13][CH2:12][CH:11]([CH2:10][CH:9]([OH:8])[C:17]2[CH:26]=[CH:25][C:20]3[C:21](=[O:24])[O:22][CH2:23][C:19]=3[C:18]=2[CH3:27])[CH2:16][CH2:15]1, predict the reactants needed to synthesize it. (4) Given the product [C:24]([S:27][N:14]=[N:1][C:2]1[C:3]([CH3:13])=[C:4]([C:9]([F:12])=[CH:10][CH:11]=1)[C:5]([O:7][CH3:8])=[O:6])([CH3:26])([CH3:25])[CH3:23], predict the reactants needed to synthesize it. The reactants are: [NH2:1][C:2]1[C:3]([CH3:13])=[C:4]([C:9]([F:12])=[CH:10][CH:11]=1)[C:5]([O:7][CH3:8])=[O:6].[N:14]([O-])=O.[Na+].C([O-])(=O)C.[K+].[CH3:23][C:24]([SH:27])([CH3:26])[CH3:25].